From a dataset of Forward reaction prediction with 1.9M reactions from USPTO patents (1976-2016). Predict the product of the given reaction. (1) Given the reactants FC(F)(F)C(O)=O.[N:8]1([C:13]2[CH:18]=[CH:17][C:16]([C:19]3([C:22]([O:24]CCCC)=[O:23])[CH2:21][CH2:20]3)=[CH:15][CH:14]=2)[CH:12]=[CH:11][CH:10]=[N:9]1, predict the reaction product. The product is: [N:8]1([C:13]2[CH:14]=[CH:15][C:16]([C:19]3([C:22]([OH:24])=[O:23])[CH2:21][CH2:20]3)=[CH:17][CH:18]=2)[CH:12]=[CH:11][CH:10]=[N:9]1. (2) Given the reactants Br[C:2]1[CH:11]=[CH:10][C:9]2[N:8]=[CH:7][C:6]3[N:12]([CH3:23])[C:13](=[O:22])[N:14]([C:15]4[C:16]([CH3:21])=[N:17][N:18]([CH3:20])[CH:19]=4)[C:5]=3[C:4]=2[CH:3]=1.[CH3:24][S:25]([C:28]1[CH:29]=[C:30](B(O)O)[CH:31]=[N:32][CH:33]=1)(=[O:27])=[O:26], predict the reaction product. The product is: [CH3:20][N:18]1[CH:19]=[C:15]([N:14]2[C:5]3[C:4]4[CH:3]=[C:2]([C:30]5[CH:31]=[N:32][CH:33]=[C:28]([S:25]([CH3:24])(=[O:27])=[O:26])[CH:29]=5)[CH:11]=[CH:10][C:9]=4[N:8]=[CH:7][C:6]=3[N:12]([CH3:23])[C:13]2=[O:22])[C:16]([CH3:21])=[N:17]1. (3) Given the reactants [Cl:1][C:2]1[CH:7]=[CH:6][C:5]([CH2:8][CH2:9][NH:10][C:11]2[CH:16]=[CH:15][C:14]([CH3:17])=[C:13]([CH3:18])[CH:12]=2)=[CH:4][CH:3]=1.C(OC([NH:26][CH:27]([C:31]1[CH:36]=[CH:35][CH:34]=[CH:33][CH:32]=1)[C:28](O)=[O:29])=O)(C)(C)C, predict the reaction product. The product is: [NH2:26][CH:27]([C:31]1[CH:36]=[CH:35][CH:34]=[CH:33][CH:32]=1)[C:28]([N:10]([CH2:9][CH2:8][C:5]1[CH:6]=[CH:7][C:2]([Cl:1])=[CH:3][CH:4]=1)[C:11]1[CH:16]=[CH:15][C:14]([CH3:17])=[C:13]([CH3:18])[CH:12]=1)=[O:29]. (4) Given the reactants [C:1]([C:4]1[CH:9]=[C:8]([CH3:10])[CH:7]=[C:6]([CH3:11])[C:5]=1[NH:12][C:13]([C:15]1[S:16][CH:17]=[CH:18][C:19]=1[S:20]([NH:23][C:24]1[O:28][N:27]=[C:26]([CH3:29])[C:25]=1[Cl:30])(=[O:22])=[O:21])=[O:14])(=[O:3])[CH3:2].[C:31]1(C([C:31]2[CH:36]=[C:35](C)C=[C:33](C)[C:32]=2N)=O)[CH:36]=[CH:35]C=[CH:33][CH:32]=1, predict the reaction product. The product is: [C:1]([C:4]1[CH:9]=[C:8]([CH3:10])[CH:7]=[C:6]([CH3:11])[C:5]=1[NH:12][C:13]([C:15]1[S:16][CH:17]=[CH:18][C:19]=1[S:20]([NH:23][C:24]1[O:28][N:27]=[C:26]([CH3:29])[C:25]=1[Cl:30])(=[O:21])=[O:22])=[O:14])(=[O:3])[C:2]1[CH:35]=[CH:36][CH:31]=[CH:32][CH:33]=1. (5) Given the reactants [Cl-].[CH:2]1[C:11]2[C:6](=[CH:7][CH:8]=[CH:9][CH:10]=2)[CH:5]=[CH:4][C:3]=1[C:12](=[O:15])[CH2:13][NH3+:14].[F:16][C:17]1[CH:22]=[CH:21][CH:20]=[CH:19][C:18]=1[S:23](Cl)(=[O:25])=[O:24].CCN(CC)CC, predict the reaction product. The product is: [F:16][C:17]1[CH:22]=[CH:21][CH:20]=[CH:19][C:18]=1[S:23]([NH:14][CH2:13][C:12]([C:3]1[CH:4]=[CH:5][C:6]2[C:11](=[CH:10][CH:9]=[CH:8][CH:7]=2)[CH:2]=1)=[O:15])(=[O:25])=[O:24].